From a dataset of Catalyst prediction with 721,799 reactions and 888 catalyst types from USPTO. Predict which catalyst facilitates the given reaction. (1) Reactant: [OH:1][C:2]1[CH:3]=[C:4]([C:14]2[N:15]([C:24]([O:26][C:27]([CH3:30])([CH3:29])[CH3:28])=[O:25])[C:16]([C:19]3[S:20][CH:21]=[CH:22][N:23]=3)=[CH:17][CH:18]=2)[CH:5]=[C:6]([O:8][C@@H:9]([CH3:13])[CH2:10][O:11][CH3:12])[CH:7]=1.[C:31]([C:34]1[CH:39]=[CH:38][C:37](B(O)O)=[CH:36][CH:35]=1)(=[O:33])[CH3:32].C(N(CC)CC)C. Product: [C:31]([C:34]1[CH:39]=[CH:38][C:37]([O:1][C:2]2[CH:3]=[C:4]([C:14]3[N:15]([C:24]([O:26][C:27]([CH3:29])([CH3:28])[CH3:30])=[O:25])[C:16]([C:19]4[S:20][CH:21]=[CH:22][N:23]=4)=[CH:17][CH:18]=3)[CH:5]=[C:6]([O:8][C@@H:9]([CH3:13])[CH2:10][O:11][CH3:12])[CH:7]=2)=[CH:36][CH:35]=1)(=[O:33])[CH3:32]. The catalyst class is: 221. (2) Reactant: Br[C:2]1[C:6]2=[N:7][CH:8]=[CH:9][CH:10]=[C:5]2[N:4]([CH2:11][CH3:12])[N:3]=1.[OH:13][C:14]1[CH:19]=[CH:18][C:17](B(O)O)=[CH:16][CH:15]=1.C([O-])([O-])=O.[Na+].[Na+].COCCOC. Product: [CH2:11]([N:4]1[C:5]2[C:6](=[N:7][CH:8]=[CH:9][CH:10]=2)[C:2]([C:17]2[CH:18]=[CH:19][C:14]([OH:13])=[CH:15][CH:16]=2)=[N:3]1)[CH3:12]. The catalyst class is: 103. (3) Reactant: C=O.[C:3](O[BH-](OC(=O)C)OC(=O)C)(=O)C.[Na+].[CH2:17]1[C:20]2([CH2:25][CH2:24][NH:23][CH2:22][CH2:21]2)[CH2:19][CH:18]1[CH2:26][NH:27][C:28]([C:30]1[C:31]([NH:42][CH2:43][C:44]2[CH:49]=[CH:48][C:47]([O:50][CH3:51])=[C:46]([Cl:52])[CH:45]=2)=[N:32][C:33]([N:36]2[CH2:41][CH:40]3[CH:38]([CH2:39]3)[CH2:37]2)=[N:34][CH:35]=1)=[O:29]. Product: [CH:38]12[CH2:39][CH:40]1[CH2:41][N:36]([C:33]1[N:32]=[C:31]([NH:42][CH2:43][C:44]3[CH:49]=[CH:48][C:47]([O:50][CH3:51])=[C:46]([Cl:52])[CH:45]=3)[C:30]([C:28]([NH:27][CH2:26][CH:18]3[CH2:19][C:20]4([CH2:21][CH2:22][N:23]([CH3:3])[CH2:24][CH2:25]4)[CH2:17]3)=[O:29])=[CH:35][N:34]=1)[CH2:37]2. The catalyst class is: 1. (4) Reactant: [NH2:1][C:2]1[N:7]=[C:6]([Cl:8])[C:5]([CH:9]=O)=[C:4]([Cl:11])[N:3]=1.C(O)(=O)C.Cl.[NH2:17][OH:18]. Product: [NH2:1][C:2]1[N:7]=[C:6]([Cl:8])[C:5]([CH:9]=[N:17][OH:18])=[C:4]([Cl:11])[N:3]=1. The catalyst class is: 8. (5) Reactant: Br[C:2]1[CH:10]=[CH:9][C:8]([O:11][CH3:12])=[C:7]2[C:3]=1[CH:4]=[CH:5][NH:6]2.[B:13]1([B:13]2[O:17][C:16]([CH3:19])([CH3:18])[C:15]([CH3:21])([CH3:20])[O:14]2)[O:17][C:16]([CH3:19])([CH3:18])[C:15]([CH3:21])([CH3:20])[O:14]1.CC([O-])=O.[K+]. Product: [CH3:12][O:11][C:8]1[CH:9]=[CH:10][C:2]([B:13]2[O:17][C:16]([CH3:19])([CH3:18])[C:15]([CH3:21])([CH3:20])[O:14]2)=[C:3]2[C:7]=1[NH:6][CH:5]=[CH:4]2. The catalyst class is: 75. (6) Reactant: [NH2:1][C:2]1[CH:7]=[CH:6][N:5]=[C:4]([Cl:8])[CH:3]=1.[Br:9]N1C(=O)CCC1=O. Product: [NH2:1][C:2]1[CH:7]=[CH:6][N:5]=[C:4]([Cl:8])[C:3]=1[Br:9]. The catalyst class is: 15.